This data is from Merck oncology drug combination screen with 23,052 pairs across 39 cell lines. The task is: Regression. Given two drug SMILES strings and cell line genomic features, predict the synergy score measuring deviation from expected non-interaction effect. Drug 1: CC1CC2C3CCC4=CC(=O)C=CC4(C)C3(F)C(O)CC2(C)C1(O)C(=O)CO. Drug 2: Cn1cc(-c2cnn3c(N)c(Br)c(C4CCCNC4)nc23)cn1. Cell line: A2780. Synergy scores: synergy=-2.87.